From a dataset of Forward reaction prediction with 1.9M reactions from USPTO patents (1976-2016). Predict the product of the given reaction. (1) Given the reactants [NH2:1]/[C:2](/[CH2:8][C:9]([O:11][CH3:12])=[O:10])=[CH:3]\[C:4]([O:6][CH3:7])=[O:5].C(O)(C(F)(F)F)=O.B.C1COCC1, predict the reaction product. The product is: [NH2:1][CH:2]([CH2:3][C:4]([O:6][CH3:7])=[O:5])[CH2:8][C:9]([O:11][CH3:12])=[O:10]. (2) Given the reactants C([NH:9][C:10]1[CH:15]=[CH:14][N:13]([C@@H:16]2[S:25][C@H:24]([CH2:26][OH:27])[C@@H:19]([O:20]C(=O)C)[C@@:17]2(C(=O)C)[OH:18])[C:12](=[O:31])[N:11]=1)(=O)C1C=CC=CC=1.P(Cl)([O-])OCC1C(=CC=CC=1)O.[P:44]([O:56]C[C@H]1S[C@@H](N2C=CC(=O)NC2=O)[C@H](O)[C@@H]1O)([O:47][P:48]([O:51][P:52](O)([OH:54])=[O:53])([OH:50])=[O:49])(=[O:46])[OH:45], predict the reaction product. The product is: [P:52]([O:27][CH2:26][C@H:24]1[S:25][C@@H:16]([N:13]2[CH:14]=[CH:15][C:10]([NH2:9])=[N:11][C:12]2=[O:31])[C@H:17]([OH:18])[C@@H:19]1[OH:20])([O:51][P:48]([O:47][P:44]([OH:46])([OH:56])=[O:45])([OH:50])=[O:49])(=[O:53])[OH:54]. (3) Given the reactants [CH3:1][C:2]1[N:7]=[C:6]2[S:8][C:9]3[CH2:14][CH2:13][CH2:12][CH2:11][C:10]=3[C:5]2=[C:4]([C:15]2[CH:23]=[CH:22][C:18]3[O:19][CH2:20][O:21][C:17]=3[CH:16]=2)[C:3]=1[CH:24]([CH2:29][CH2:30][CH3:31])[C:25]([O:27]C)=[O:26].[OH-].[Na+], predict the reaction product. The product is: [CH3:1][C:2]1[N:7]=[C:6]2[S:8][C:9]3[CH2:14][CH2:13][CH2:12][CH2:11][C:10]=3[C:5]2=[C:4]([C:15]2[CH:23]=[CH:22][C:18]3[O:19][CH2:20][O:21][C:17]=3[CH:16]=2)[C:3]=1[CH:24]([CH2:29][CH2:30][CH3:31])[C:25]([OH:27])=[O:26]. (4) The product is: [Cl:1][C:2]1[CH:3]=[CH:4][C:5]([N:8]2[CH:13]=[CH:12][C:11](=[O:14])[C:10]([C:15]3[N:29]([C:25]4[CH:26]=[CH:27][CH:28]=[C:23]([Cl:22])[CH:24]=4)[N:18]=[CH:17][CH:16]=3)=[N:9]2)=[CH:6][CH:7]=1. Given the reactants [Cl:1][C:2]1[CH:7]=[CH:6][C:5]([N:8]2[CH:13]=[CH:12][C:11](=[O:14])[C:10]([C:15](=O)/[CH:16]=[CH:17]/[N:18](C)C)=[N:9]2)=[CH:4][CH:3]=1.[Cl:22][C:23]1[CH:24]=[C:25]([NH:29]N)[CH:26]=[CH:27][CH:28]=1, predict the reaction product. (5) Given the reactants F[B-](F)(F)F.N1(OC(N(C)C)=[N+](C)C)C2C=CC=CC=2N=N1.F[P-](F)(F)(F)(F)F.C[N+](C)=C(N(C)C)ON1C2N=CC=CC=2N=N1.[C:47]([OH:55])(=O)[C:48]1[CH:53]=[CH:52][CH:51]=[CH:50][CH:49]=1.C(N(C(C)C)C(C)C)C.[CH3:65][C@:66]12[C:74]([CH3:76])([CH3:75])[C@H:70]([NH:71][CH2:72][CH2:73]1)[CH2:69][C:68]1[C:77]([OH:81])=[CH:78][CH:79]=[CH:80][C:67]2=1, predict the reaction product. The product is: [OH:81][C:77]1[C:68]2[CH2:69][C@@H:70]3[C:74]([CH3:76])([CH3:75])[C@:66]([CH3:65])([C:67]=2[CH:80]=[CH:79][CH:78]=1)[CH2:73][CH2:72][N:71]3[C:47]([C:48]1[CH:49]=[CH:50][CH:51]=[CH:52][CH:53]=1)=[O:55]. (6) Given the reactants Br[C:2](Br)=[CH:3][C@H:4]1[C@H:8]([C:9]2[CH:14]=[CH:13][C:12]([F:15])=[CH:11][CH:10]=2)[CH2:7][N:6]([S:16]([C:19]2[N:20]=[CH:21][N:22]([CH3:24])[CH:23]=2)(=[O:18])=[O:17])[CH2:5]1.C([Li])CCC, predict the reaction product. The product is: [C:3]([C@@H:4]1[C@@H:8]([C:9]2[CH:14]=[CH:13][C:12]([F:15])=[CH:11][CH:10]=2)[CH2:7][N:6]([S:16]([C:19]2[N:20]=[CH:21][N:22]([CH3:24])[CH:23]=2)(=[O:17])=[O:18])[CH2:5]1)#[CH:2]. (7) The product is: [O:1]1[C:5]2[CH:6]=[CH:7][CH:8]=[CH:9][C:4]=2[N:3]=[C:2]1[C:10]1[CH:11]=[CH:12][C:13]([C:14]([N:27]([CH3:26])[C@@H:28]2[CH2:32][CH2:31][C@H:30]([C:33]3[O:34][C:35]([CH2:38][CH2:39][CH3:40])=[N:36][N:37]=3)[CH2:29]2)=[O:16])=[CH:17][CH:18]=1. Given the reactants [O:1]1[C:5]2[CH:6]=[CH:7][CH:8]=[CH:9][C:4]=2[N:3]=[C:2]1[C:10]1[CH:18]=[CH:17][C:13]([C:14]([OH:16])=O)=[CH:12][CH:11]=1.FC(F)(F)C(O)=O.[CH3:26][NH:27][C@@H:28]1[CH2:32][CH2:31][C@H:30]([C:33]2[O:34][C:35]([CH2:38][CH2:39][CH3:40])=[N:36][N:37]=2)[CH2:29]1.Cl.CN(C)CCCN=C=NCC.ON1C2C=CC=CC=2N=N1.CN1CCOCC1, predict the reaction product.